This data is from CYP2C9 inhibition data for predicting drug metabolism from PubChem BioAssay. The task is: Regression/Classification. Given a drug SMILES string, predict its absorption, distribution, metabolism, or excretion properties. Task type varies by dataset: regression for continuous measurements (e.g., permeability, clearance, half-life) or binary classification for categorical outcomes (e.g., BBB penetration, CYP inhibition). Dataset: cyp2c9_veith. (1) The result is 0 (non-inhibitor). The compound is c1ccc(CNc2cc(-c3cccnc3)ncn2)cc1. (2) The drug is CNc1nc(-c2ccccc2C(F)(F)F)nc2ccccc12. The result is 0 (non-inhibitor). (3) The molecule is Cc1cc([N+](=O)[O-])ccc1-c1ccc(C2Nc3ccccc3C(=O)N2O)o1. The result is 1 (inhibitor). (4) The drug is O=C(O)c1ccc(Cc2ccccc2C(=O)O)cc1. The result is 0 (non-inhibitor). (5) The result is 1 (inhibitor). The compound is O=C(c1csnn1)N1CCC[C@@]2(CCN(Cc3ccncc3)C2)C1. (6) The molecule is CC(C)(C(=O)O)c1ccc([C@@H](O)CCCN2CCC(C(O)(c3ccccc3)c3ccccc3)CC2)cc1. The result is 0 (non-inhibitor). (7) The compound is FC(F)(F)c1ccccc1-c1cncnc1Nc1ccccc1. The result is 0 (non-inhibitor).